From a dataset of Full USPTO retrosynthesis dataset with 1.9M reactions from patents (1976-2016). Predict the reactants needed to synthesize the given product. (1) Given the product [Cl:1][C:2]1[CH:7]=[CH:6][C:5]([C@@H:8]2[O:14][CH2:13][CH2:12][N:11]([C:15]([O:17][C:18]([CH3:20])([CH3:21])[CH3:19])=[O:16])[CH2:10][C@H:9]2[CH2:22][NH:31][C:26]2[CH:27]=[CH:28][CH:29]=[CH:30][N:25]=2)=[CH:4][C:3]=1[F:24], predict the reactants needed to synthesize it. The reactants are: [Cl:1][C:2]1[CH:7]=[CH:6][C:5]([C@@H:8]2[O:14][CH2:13][CH2:12][N:11]([C:15]([O:17][C:18]([CH3:21])([CH3:20])[CH3:19])=[O:16])[CH2:10][C@H:9]2[CH:22]=O)=[CH:4][C:3]=1[F:24].[N:25]1[CH:30]=[CH:29][CH:28]=[CH:27][C:26]=1[NH2:31]. (2) The reactants are: [Br-].[F:2][C:3]1[CH:8]=[CH:7][C:6]([C:9]2[C:13]([C:14]3[CH:19]=[CH:18][CH:17]=[CH:16][N:15]=3)=[CH:12][N:11]([CH:20]([CH3:22])[CH3:21])[C:10]=2[CH2:23][P+](C2C=CC=CC=2)(C2C=CC=CC=2)C2C=CC=CC=2)=[CH:5][CH:4]=1.CS(C)=O.C[Si]([N-][Si](C)(C)C)(C)C.[Na+].[C:57]([O:61][C:62](=[O:74])[CH2:63][CH:64]1[CH2:69][CH:68]([CH:70]=O)[O:67][C:66]([CH3:73])([CH3:72])[O:65]1)([CH3:60])([CH3:59])[CH3:58]. Given the product [C:57]([O:61][C:62](=[O:74])[CH2:63][CH:64]1[CH2:69][CH:68]([CH:70]=[CH:23][C:10]2[N:11]([CH:20]([CH3:22])[CH3:21])[CH:12]=[C:13]([C:14]3[CH:19]=[CH:18][CH:17]=[CH:16][N:15]=3)[C:9]=2[C:6]2[CH:5]=[CH:4][C:3]([F:2])=[CH:8][CH:7]=2)[O:67][C:66]([CH3:73])([CH3:72])[O:65]1)([CH3:60])([CH3:58])[CH3:59], predict the reactants needed to synthesize it. (3) The reactants are: C([O:5][C:6](=[O:22])[CH2:7][S:8][C:9]1[N:13]([CH2:14][CH3:15])[C:12]([C:16]2[CH:21]=[CH:20][CH:19]=[CH:18][CH:17]=2)=[N:11][N:10]=1)(C)(C)C.FC(F)(F)C(O)=O. Given the product [CH2:14]([N:13]1[C:12]([C:16]2[CH:21]=[CH:20][CH:19]=[CH:18][CH:17]=2)=[N:11][N:10]=[C:9]1[S:8][CH2:7][C:6]([OH:22])=[O:5])[CH3:15], predict the reactants needed to synthesize it. (4) Given the product [C:14]1([C:20]2[O:3][C:2]([C:4]3[CH:13]=[CH:12][C:7]([C:8]([O:10][CH3:11])=[O:9])=[CH:6][CH:5]=3)=[N:22][N:21]=2)[CH:19]=[CH:18][CH:17]=[CH:16][CH:15]=1, predict the reactants needed to synthesize it. The reactants are: Cl[C:2]([C:4]1[CH:13]=[CH:12][C:7]([C:8]([O:10][CH3:11])=[O:9])=[CH:6][CH:5]=1)=[O:3].[C:14]1([C:20]2NN=[N:22][N:21]=2)[CH:19]=[CH:18][CH:17]=[CH:16][CH:15]=1.N1C=CC=CC=1.